This data is from Peptide-MHC class I binding affinity with 185,985 pairs from IEDB/IMGT. The task is: Regression. Given a peptide amino acid sequence and an MHC pseudo amino acid sequence, predict their binding affinity value. This is MHC class I binding data. (1) The peptide sequence is VMFGLAYFSM. The MHC is HLA-A68:02 with pseudo-sequence HLA-A68:02. The binding affinity (normalized) is 0.0142. (2) The peptide sequence is RLVDDFLLV. The MHC is HLA-A68:02 with pseudo-sequence HLA-A68:02. The binding affinity (normalized) is 0.0439. (3) The peptide sequence is KPFNNILDL. The MHC is HLA-B51:01 with pseudo-sequence HLA-B51:01. The binding affinity (normalized) is 0. (4) The peptide sequence is FHLRSRFAF. The MHC is HLA-A30:01 with pseudo-sequence HLA-A30:01. The binding affinity (normalized) is 0.0847. (5) The peptide sequence is FLPSDYFPSK. The MHC is HLA-A02:07 with pseudo-sequence HLA-A02:07. The binding affinity (normalized) is 0.0718. (6) The peptide sequence is FTDCRTIDA. The MHC is HLA-A02:03 with pseudo-sequence HLA-A02:03. The binding affinity (normalized) is 0.270. (7) The peptide sequence is QVPLRPMTSK. The binding affinity (normalized) is 0. The MHC is HLA-C06:02 with pseudo-sequence HLA-C06:02. (8) The peptide sequence is TLYCVHQRI. The MHC is HLA-A03:01 with pseudo-sequence HLA-A03:01. The binding affinity (normalized) is 0.305. (9) The peptide sequence is MTYLDGHPV. The MHC is HLA-B57:01 with pseudo-sequence HLA-B57:01. The binding affinity (normalized) is 0.0847. (10) The peptide sequence is YTGDFDSVI. The MHC is HLA-B42:01 with pseudo-sequence HLA-B42:01. The binding affinity (normalized) is 0.0598.